Predict the reaction yield, written as a fraction of the theoretical maximum amount of product (1.0 means a 100% yield; for example, 0.34 means a 34% yield). From a dataset of Reaction yield outcomes from USPTO patents with 853,638 reactions. (1) The reactants are C([N:3]([CH2:15][CH3:16])[C:4](=[O:14])[C:5]1[CH:10]=[CH:9][C:8]([O:11][CH3:12])=[CH:7][C:6]=1[CH3:13])C.C([Li])(C)(C)C.CCCCC.[F:27][C:28]1[CH:35]=[CH:34]C(C#N)=[CH:30][CH:29]=1. The catalyst is C1COCC1. The product is [F:27][C:28]1[CH:35]=[CH:34][C:16]([C:15]2[N:3]=[C:4]([OH:14])[C:5]3[C:6]([CH:13]=2)=[CH:7][C:8]([O:11][CH3:12])=[CH:9][CH:10]=3)=[CH:30][CH:29]=1. The yield is 0.580. (2) The reactants are C([O:3][C:4]([C:6]1[O:7][C:8]([CH2:11][O:12][C:13]2[CH:18]=[CH:17][C:16]([C:19]3[CH:24]=[CH:23][C:22]([CH3:25])=[CH:21][CH:20]=3)=[CH:15][CH:14]=2)=[CH:9][CH:10]=1)=[O:5])C.O.[OH-].[Li+]. The catalyst is O1CCCC1.CO.O. The product is [CH3:25][C:22]1[CH:23]=[CH:24][C:19]([C:16]2[CH:17]=[CH:18][C:13]([O:12][CH2:11][C:8]3[O:7][C:6]([C:4]([OH:5])=[O:3])=[CH:10][CH:9]=3)=[CH:14][CH:15]=2)=[CH:20][CH:21]=1. The yield is 0.880. (3) The reactants are [CH3:1][N:2]([CH3:13])[CH:3]1[CH2:7][CH2:6][N:5]([C@@H:8]2[CH2:11][C@H:10]([OH:12])[CH2:9]2)[CH2:4]1.CN1C=CN=C1.[Br:20][C:21]1[CH:26]=[CH:25][C:24]([S:27](Cl)(=[O:29])=[O:28])=[CH:23][CH:22]=1. The catalyst is C(OCC)(=O)C. The product is [Br:20][C:21]1[CH:26]=[CH:25][C:24]([S:27]([O:12][C@H:10]2[CH2:11][C@@H:8]([N:5]3[CH2:6][CH2:7][CH:3]([N:2]([CH3:13])[CH3:1])[CH2:4]3)[CH2:9]2)(=[O:29])=[O:28])=[CH:23][CH:22]=1. The yield is 0.300.